This data is from Full USPTO retrosynthesis dataset with 1.9M reactions from patents (1976-2016). The task is: Predict the reactants needed to synthesize the given product. (1) Given the product [CH2:31]([O:38][C:39]1[CH:44]=[C:43]([CH2:2][CH2:3][CH2:4][C:5]#[N:6])[CH:42]=[CH:41][C:40]=1[N:46]1[CH2:47][C:48](=[O:59])[N:49]([CH2:53][CH2:54][Si:55]([CH3:58])([CH3:57])[CH3:56])[S:50]1(=[O:52])=[O:51])[C:32]1[CH:37]=[CH:36][CH:35]=[CH:34][CH:33]=1, predict the reactants needed to synthesize it. The reactants are: Br[CH2:2][CH2:3][CH2:4][C:5]#[N:6].[Na+].[I-].CC1C=CC=CC=1P(C1C=CC=CC=1C)C1C=CC=CC=1C.[CH2:31]([O:38][C:39]1[CH:44]=[C:43](I)[CH:42]=[CH:41][C:40]=1[N:46]1[S:50](=[O:52])(=[O:51])[N:49]([CH2:53][CH2:54][Si:55]([CH3:58])([CH3:57])[CH3:56])[C:48](=[O:59])[CH2:47]1)[C:32]1[CH:37]=[CH:36][CH:35]=[CH:34][CH:33]=1. (2) The reactants are: C1CCN2C(=NCCC2)CC1.[C:12]1([CH2:18][O:19][C:20](=[O:60])[CH2:21][N:22]2[CH2:33][CH2:32][N:31]([CH2:34][C:35]([O:37][CH2:38][C:39]3[CH:44]=[CH:43][CH:42]=[CH:41][CH:40]=3)=[O:36])[CH2:30][CH2:29][N:28]([CH2:45][C:46]([O:48][CH2:49][C:50]3[CH:55]=[CH:54][CH:53]=[CH:52][CH:51]=3)=[O:47])[CH2:27][CH2:26][N:25]([CH2:56][C:57]([OH:59])=[O:58])[CH2:24][CH2:23]2)[CH:17]=[CH:16][CH:15]=[CH:14][CH:13]=1.Br[CH2:62][C:63]([N:65]([CH2:84][CH2:85][CH2:86][CH2:87][CH2:88][CH2:89][CH2:90][CH2:91][CH2:92][CH2:93][CH2:94][CH2:95][CH2:96][CH2:97][CH2:98][CH2:99][CH2:100][CH3:101])[CH2:66][CH2:67][CH2:68][CH2:69][CH2:70][CH2:71][CH2:72][CH2:73][CH2:74][CH2:75][CH2:76][CH2:77][CH2:78][CH2:79][CH2:80][CH2:81][CH2:82][CH3:83])=[O:64]. Given the product [C:12]1([CH2:18][O:19][C:20](=[O:60])[CH2:21][N:22]2[CH2:23][CH2:24][N:25]([CH2:56][C:57]([O:59][CH2:62][C:63]([N:65]([CH2:66][CH2:67][CH2:68][CH2:69][CH2:70][CH2:71][CH2:72][CH2:73][CH2:74][CH2:75][CH2:76][CH2:77][CH2:78][CH2:79][CH2:80][CH2:81][CH2:82][CH3:83])[CH2:84][CH2:85][CH2:86][CH2:87][CH2:88][CH2:89][CH2:90][CH2:91][CH2:92][CH2:93][CH2:94][CH2:95][CH2:96][CH2:97][CH2:98][CH2:99][CH2:100][CH3:101])=[O:64])=[O:58])[CH2:26][CH2:27][N:28]([CH2:45][C:46]([O:48][CH2:49][C:50]3[CH:51]=[CH:52][CH:53]=[CH:54][CH:55]=3)=[O:47])[CH2:29][CH2:30][N:31]([CH2:34][C:35]([O:37][CH2:38][C:39]3[CH:40]=[CH:41][CH:42]=[CH:43][CH:44]=3)=[O:36])[CH2:32][CH2:33]2)[CH:13]=[CH:14][CH:15]=[CH:16][CH:17]=1, predict the reactants needed to synthesize it. (3) Given the product [CH2:1]([O:8][C:9](=[O:15])[C:10]([CH3:14])([CH3:13])[CH2:11][N:16]1[CH2:21][CH2:20][CH2:19][CH2:18][CH2:17]1)[C:2]1[CH:7]=[CH:6][CH:5]=[CH:4][CH:3]=1, predict the reactants needed to synthesize it. The reactants are: [CH2:1]([O:8][C:9](=[O:15])[C:10]([CH3:14])([CH3:13])[CH:11]=O)[C:2]1[CH:7]=[CH:6][CH:5]=[CH:4][CH:3]=1.[NH:16]1[CH2:21][CH2:20][CH2:19][CH2:18][CH2:17]1.C(O[BH-](OC(=O)C)OC(=O)C)(=O)C.[Na+]. (4) Given the product [CH3:15][C:7]1([CH3:16])[C:6](=[S:17])[N:5]([CH2:4][C:3]([OH:18])=[O:2])[C:10]2[CH:11]=[CH:12][CH:13]=[CH:14][C:9]=2[O:8]1, predict the reactants needed to synthesize it. The reactants are: C[O:2][C:3](=[O:18])[CH2:4][N:5]1[C:10]2[CH:11]=[CH:12][CH:13]=[CH:14][C:9]=2[O:8][C:7]([CH3:16])([CH3:15])[C:6]1=[S:17].[OH-].[Na+].Cl.